This data is from M1 muscarinic receptor antagonist screen with 61,756 compounds. The task is: Binary Classification. Given a drug SMILES string, predict its activity (active/inactive) in a high-throughput screening assay against a specified biological target. (1) The drug is s\1c=2n(CCCN2)c(=O)c1=C/c1ccc(N(C)C)cc1. The result is 0 (inactive). (2) The drug is O=C(N1CCN(CC1)c1ncccc1)C1N(C(C)C)C(=O)CC1. The result is 0 (inactive). (3) The compound is Brc1sc(C(=O)N2CCN(CC2)c2c(OC)cccc2)cc1. The result is 0 (inactive). (4) The result is 0 (inactive). The drug is O1CCN(CC1)c1nc(Nc2ccc(cc2)C)nc(Oc2nnc(OCc3ccccc3)cc2)n1. (5) The compound is Fc1cc2nnn(C3CCN(CC3)CC(=O)Nc3cc4CCCc4cc3)c2cc1. The result is 0 (inactive). (6) The drug is S(CC(=O)Nc1c(OC)cccc1)c1nc(N)cc(n1)N. The result is 0 (inactive). (7) The compound is S(=O)(=O)(n1c(nc2c1cccc2)CN1CCCCC1)c1ccc(cc1)C(OCC)=O. The result is 0 (inactive).